This data is from Full USPTO retrosynthesis dataset with 1.9M reactions from patents (1976-2016). The task is: Predict the reactants needed to synthesize the given product. (1) Given the product [F:2][C:3]1[CH:4]=[C:5]([C:9]2[N:20]=[C:21]([NH2:23])[N:22]=[C:11]([NH2:12])[C:10]=2[C:13]2[CH:14]=[CH:15][N:16]=[CH:17][CH:18]=2)[CH:6]=[CH:7][CH:8]=1, predict the reactants needed to synthesize it. The reactants are: [Na].[F:2][C:3]1[CH:4]=[C:5]([CH:9]=[C:10]([C:13]2[CH:18]=[CH:17][N:16]=[CH:15][CH:14]=2)[C:11]#[N:12])[CH:6]=[CH:7][CH:8]=1.Cl.[NH2:20][C:21]([NH2:23])=[NH:22]. (2) Given the product [Cl:1][C:2]1[CH:3]=[C:4]([CH2:9][C:10]([OH:12])=[O:11])[CH:5]=[C:6]([O:8][C:14]2[CH:19]=[CH:18][C:17]([S:20]([C:23]3[CH:28]=[CH:27][CH:26]=[CH:25][CH:24]=3)(=[O:21])=[O:22])=[CH:16][C:15]=2[C:29]([F:32])([F:31])[F:30])[CH:7]=1, predict the reactants needed to synthesize it. The reactants are: [Cl:1][C:2]1[CH:3]=[C:4]([CH2:9][C:10]([OH:12])=[O:11])[CH:5]=[C:6]([OH:8])[CH:7]=1.F[C:14]1[CH:19]=[CH:18][C:17]([S:20]([C:23]2[CH:28]=[CH:27][CH:26]=[CH:25][CH:24]=2)(=[O:22])=[O:21])=[CH:16][C:15]=1[C:29]([F:32])([F:31])[F:30]. (3) Given the product [CH3:13][O:14][C:15](=[O:29])[CH2:16][CH2:17][CH2:18][CH2:19][CH2:20][O:21][C:22]1[CH:27]=[CH:26][C:25]([NH:28][C:10](=[O:11])[CH2:9][O:8][CH2:1][C:2]2[CH:7]=[CH:6][CH:5]=[CH:4][CH:3]=2)=[CH:24][CH:23]=1, predict the reactants needed to synthesize it. The reactants are: [CH2:1]([O:8][CH2:9][C:10](Cl)=[O:11])[C:2]1[CH:7]=[CH:6][CH:5]=[CH:4][CH:3]=1.[CH3:13][O:14][C:15](=[O:29])[CH2:16][CH2:17][CH2:18][CH2:19][CH2:20][O:21][C:22]1[CH:27]=[CH:26][C:25]([NH2:28])=[CH:24][CH:23]=1.C(N(CC)CC)C. (4) Given the product [Br:30][C:10]1[N:9]=[C:8]([C@H:11]2[CH2:20][N:19]3[C@H:14]([CH2:15][O:16][C@H:17]([CH3:22])[C:18]3=[O:21])[CH2:13][CH2:12]2)[N:4]2[CH:5]=[CH:6][N:7]=[C:2]([Cl:1])[C:3]=12, predict the reactants needed to synthesize it. The reactants are: [Cl:1][C:2]1[C:3]2[N:4]([C:8]([C@H:11]3[CH2:20][N:19]4[C@H:14]([CH2:15][O:16][C@H:17]([CH3:22])[C:18]4=[O:21])[CH2:13][CH2:12]3)=[N:9][CH:10]=2)[CH:5]=[CH:6][N:7]=1.C1C(=O)N([Br:30])C(=O)C1. (5) Given the product [CH3:1][C@H:2]1[O:7][C@@H:6]([CH3:8])[CH2:5][N:4]([C:9]2[C:16]([F:17])=[C:15]([F:18])[C:14]([C:19]#[C:20][C:22]3[N:23]([CH3:27])[CH:24]=[CH:25][N:26]=3)=[CH:13][C:10]=2[CH:11]=[O:12])[CH2:3]1, predict the reactants needed to synthesize it. The reactants are: [CH3:1][C@H:2]1[O:7][C@@H:6]([CH3:8])[CH2:5][N:4]([C:9]2[C:16]([F:17])=[C:15]([F:18])[C:14]([C:19]#[CH:20])=[CH:13][C:10]=2[CH:11]=[O:12])[CH2:3]1.Br[C:22]1[N:23]([CH3:27])[CH:24]=[CH:25][N:26]=1.